From a dataset of Full USPTO retrosynthesis dataset with 1.9M reactions from patents (1976-2016). Predict the reactants needed to synthesize the given product. (1) Given the product [Br:21][CH2:3][CH:2]([OH:1])[CH2:4][O:5][C:6]1[CH:7]=[C:8]2[C:13](=[CH:14][CH:15]=1)[NH:12][C:11](=[O:16])[CH2:10][CH2:9]2, predict the reactants needed to synthesize it. The reactants are: [O:1]1[CH2:3][CH:2]1[CH2:4][O:5][C:6]1[CH:7]=[C:8]2[C:13](=[CH:14][CH:15]=1)[NH:12][C:11](=[O:16])[CH2:10][CH2:9]2.C(O)(=O)C.[Br-:21].[Li+]. (2) Given the product [Cl:1][C:2]1[CH:3]=[CH:4][C:5]2[NH:11][C:10](=[N:12][NH:13][C:33](=[O:34])[CH2:32][F:31])[C@@H:9]([CH2:14][C:15]([O:17][CH2:18][CH3:19])=[O:16])[O:8][C@H:7]([C:20]3[CH:25]=[CH:24][CH:23]=[C:22]([O:26][CH3:27])[C:21]=3[O:28][CH3:29])[C:6]=2[CH:30]=1, predict the reactants needed to synthesize it. The reactants are: [Cl:1][C:2]1[CH:3]=[CH:4][C:5]2[NH:11][C:10](=[N:12][NH2:13])[C@@H:9]([CH2:14][C:15]([O:17][CH2:18][CH3:19])=[O:16])[O:8][C@H:7]([C:20]3[CH:25]=[CH:24][CH:23]=[C:22]([O:26][CH3:27])[C:21]=3[O:28][CH3:29])[C:6]=2[CH:30]=1.[F:31][CH2:32][C:33](Cl)=[O:34].C(=O)(O)[O-].[Na+]. (3) Given the product [Br:1][C:2]1[CH:10]=[CH:9][C:5]([C:6]([NH:31][C:27]2[CH:26]=[C:25]([C:24]([F:32])([F:23])[F:33])[CH:30]=[CH:29][N:28]=2)=[O:8])=[CH:4][C:3]=1[O:11][CH2:12][CH3:13], predict the reactants needed to synthesize it. The reactants are: [Br:1][C:2]1[CH:10]=[CH:9][C:5]([C:6]([OH:8])=O)=[CH:4][C:3]=1[O:11][CH2:12][CH3:13].CN(C=O)C.S(Cl)(Cl)=O.[F:23][C:24]([F:33])([F:32])[C:25]1[CH:30]=[CH:29][N:28]=[C:27]([NH2:31])[CH:26]=1. (4) Given the product [CH3:22][N:23]([CH3:24])[C:7]1[C:6]([S:3](=[O:5])(=[O:4])[N:2]([CH3:21])[CH3:1])=[CH:16][C:10]([C:11]([O:13][CH2:14][CH3:15])=[O:12])=[C:9]([O:17][CH2:18][CH3:19])[CH:8]=1, predict the reactants needed to synthesize it. The reactants are: [CH3:1][N:2]([CH3:21])[S:3]([C:6]1[C:7](F)=[CH:8][C:9]([O:17][CH2:18][CH3:19])=[C:10]([CH:16]=1)[C:11]([O:13][CH2:14][CH3:15])=[O:12])(=[O:5])=[O:4].[CH3:22][NH:23][CH3:24]. (5) Given the product [CH3:65][N:66]([CH3:70])[CH2:67][CH2:68][O:8][C:7]1[C:2]([F:1])=[C:3]([C:9]2[C:21]3[C:20]4[C:15](=[CH:16][C:17]([C:22]([N:24]5[CH2:25][CH2:26][N:27]([CH3:30])[CH2:28][CH2:29]5)=[O:23])=[CH:18][CH:19]=4)[NH:14][C:13]=3[C:12]([C:31]([NH2:33])=[O:32])=[CH:11][CH:10]=2)[CH:4]=[CH:5][CH:6]=1, predict the reactants needed to synthesize it. The reactants are: [F:1][C:2]1[C:7]([OH:8])=[CH:6][CH:5]=[CH:4][C:3]=1[C:9]1[C:21]2[C:20]3[C:15](=[CH:16][C:17]([C:22]([N:24]4[CH2:29][CH2:28][N:27]([CH3:30])[CH2:26][CH2:25]4)=[O:23])=[CH:18][CH:19]=3)[NH:14][C:13]=2[C:12]([C:31]([NH2:33])=[O:32])=[CH:11][CH:10]=1.C1(P(C2C=CC=CC=2)C2C=CC=CC=2)C=CC=CC=1.N(C(OCC)=O)=NC(OCC)=O.[CH3:65][N:66]([CH3:70])[CH2:67][CH2:68]O. (6) Given the product [CH3:30][C:4]1[CH:5]=[C:6]([CH:9]([CH3:29])[C:10]([NH:12][CH2:13][C:14]2[C:15]([N:24]3[CH2:25][CH2:26][CH2:27][CH2:28]3)=[N:16][C:17]([C:20]([F:23])([F:21])[F:22])=[CH:18][CH:19]=2)=[O:11])[CH:7]=[CH:8][C:3]=1[CH2:2][NH:1][S:32]([CH3:31])(=[O:34])=[O:33], predict the reactants needed to synthesize it. The reactants are: [NH2:1][CH2:2][C:3]1[CH:8]=[CH:7][C:6]([CH:9]([CH3:29])[C:10]([NH:12][CH2:13][C:14]2[C:15]([N:24]3[CH2:28][CH2:27][CH2:26][CH2:25]3)=[N:16][C:17]([C:20]([F:23])([F:22])[F:21])=[CH:18][CH:19]=2)=[O:11])=[CH:5][C:4]=1[CH3:30].[CH3:31][S:32](Cl)(=[O:34])=[O:33]. (7) Given the product [CH:33]1([C:31]2[N:32]=[C:26]([CH:11]3[CH2:12][CH:13]([C:15]4[CH:20]=[CH:19][C:18]([O:21][C:22]([F:24])([F:25])[F:23])=[CH:17][CH:16]=4)[CH2:14][N:9]([C:7]([N:1]4[CH2:6][CH2:5][O:4][CH2:3][CH2:2]4)=[O:8])[CH2:10]3)[O:27][N:30]=2)[CH2:35][CH2:34]1, predict the reactants needed to synthesize it. The reactants are: [N:1]1([C:7]([N:9]2[CH2:14][CH:13]([C:15]3[CH:20]=[CH:19][C:18]([O:21][C:22]([F:25])([F:24])[F:23])=[CH:17][CH:16]=3)[CH2:12][CH:11]([C:26](O)=[O:27])[CH2:10]2)=[O:8])[CH2:6][CH2:5][O:4][CH2:3][CH2:2]1.O[N:30]=[C:31]([CH:33]1[CH2:35][CH2:34]1)[NH2:32].